This data is from Reaction yield outcomes from USPTO patents with 853,638 reactions. The task is: Predict the reaction yield, written as a fraction of the theoretical maximum amount of product (1.0 means a 100% yield; for example, 0.34 means a 34% yield). (1) The reactants are [F:1][C:2]1[CH:8]=[CH:7][C:5]([NH2:6])=[CH:4][C:3]=1[N+:9]([O-:11])=[O:10].[Br:12][C:13]1[CH:21]=[CH:20][C:16]([C:17](Cl)=[O:18])=[CH:15][CH:14]=1.C(N(C(C)C)CC)(C)C. The catalyst is ClCCl. The product is [Br:12][C:13]1[CH:21]=[CH:20][C:16]([C:17]([NH:6][C:5]2[CH:7]=[CH:8][C:2]([F:1])=[C:3]([N+:9]([O-:11])=[O:10])[CH:4]=2)=[O:18])=[CH:15][CH:14]=1. The yield is 0.820. (2) The reactants are [CH3:1][O:2][C:3]1[CH:8]=[CH:7][C:6]([C:9](=[O:15])[CH2:10][CH2:11][C:12]([OH:14])=[O:13])=[CH:5][C:4]=1[CH3:16].[OH-].[Na+].[CH2:19](O)[CH3:20]. The catalyst is OS(O)(=O)=O.O. The product is [CH2:19]([O:13][C:12](=[O:14])[CH2:11][CH2:10][C:9]([C:6]1[CH:7]=[CH:8][C:3]([O:2][CH3:1])=[C:4]([CH3:16])[CH:5]=1)=[O:15])[CH3:20]. The yield is 0.840. (3) The reactants are Cl[C:2]1[N:20]=[CH:19][CH:18]=[CH:17][C:3]=1[C:4]([NH:6][C:7]1[CH:12]=[CH:11][CH:10]=[CH:9][C:8]=1[NH:13][CH:14]1[CH2:16][CH2:15]1)=[O:5].[H-].[Na+]. The catalyst is N1C=CC=CC=1. The product is [CH:14]1([N:13]2[C:2]3[N:20]=[CH:19][CH:18]=[CH:17][C:3]=3[C:4](=[O:5])[NH:6][C:7]3[CH:12]=[CH:11][CH:10]=[CH:9][C:8]2=3)[CH2:16][CH2:15]1. The yield is 0.680. (4) The reactants are [Br:1][C:2]1[CH:23]=[C:22](/[CH:24]=[CH:25]/[CH:26]([C:31]2[CH:36]=[C:35]([Cl:37])[C:34]([Cl:38])=[C:33]([Cl:39])[CH:32]=2)[C:27]([F:30])([F:29])[F:28])[CH:21]=[CH:20][C:3]=1[C:4]([NH:6][CH:7]1[CH2:12][CH2:11][N:10](C(OC(C)(C)C)=O)[CH2:9][CH2:8]1)=[O:5]. The catalyst is Cl.O1CCOCC1. The product is [Br:1][C:2]1[CH:23]=[C:22](/[CH:24]=[CH:25]/[CH:26]([C:31]2[CH:32]=[C:33]([Cl:39])[C:34]([Cl:38])=[C:35]([Cl:37])[CH:36]=2)[C:27]([F:30])([F:28])[F:29])[CH:21]=[CH:20][C:3]=1[C:4]([NH:6][CH:7]1[CH2:12][CH2:11][NH:10][CH2:9][CH2:8]1)=[O:5]. The yield is 0.880. (5) The reactants are CC1(C)[C@@H:6]([CH2:7][C:8]([OH:10])=[O:9])[C:5](=[O:11])OO1.[CH2:13]1[CH2:17][O:16]CC1.B.[CH2:19]1COCC1. The catalyst is CO. The product is [OH:11][CH2:5][CH2:6][C@H:7]1[O:16][C:17]([CH3:13])([CH3:19])[O:10][C:8]1=[O:9]. The yield is 0.490. (6) The product is [CH3:1][C:2]1[C:9]([C:10]2[S:11][C:12]([C:21](=[S:33])[NH2:23])=[C:13]([C:15]3[CH:20]=[CH:19][CH:18]=[CH:17][CH:16]=3)[N:14]=2)=[C:5]2[S:6][CH:7]=[CH:8][N:4]2[N:3]=1. The catalyst is COCCOC. The reactants are [CH3:1][C:2]1[C:9]([C:10]2[S:11][C:12]([C:21]([NH2:23])=O)=[C:13]([C:15]3[CH:20]=[CH:19][CH:18]=[CH:17][CH:16]=3)[N:14]=2)=[C:5]2[S:6][CH:7]=[CH:8][N:4]2[N:3]=1.COC1C=CC(P2(=S)SP(C3C=CC(OC)=CC=3)(=S)[S:33]2)=CC=1.CCOC(C)=O.Cl. The yield is 0.480. (7) The reactants are C[O:2][C:3]([C:5]1[CH:10]=[CH:9][C:8]([O:11][CH2:12][C:13]2[C:14]([C:19]3[CH:24]=[CH:23][CH:22]=[CH:21][N:20]=3)=[N:15][O:16][C:17]=2[CH3:18])=[CH:7][N:6]=1)=[O:4].O.[OH-].[Li+].CO. The catalyst is C1COCC1.O. The product is [CH3:18][C:17]1[O:16][N:15]=[C:14]([C:19]2[CH:24]=[CH:23][CH:22]=[CH:21][N:20]=2)[C:13]=1[CH2:12][O:11][C:8]1[CH:9]=[CH:10][C:5]([C:3]([OH:4])=[O:2])=[N:6][CH:7]=1. The yield is 0.760. (8) The product is [CH3:30][C:28]1[CH:29]=[C:24]([NH:40][C@H:33]([CH3:32])[C:34]2[CH:39]=[CH:38][CH:37]=[CH:36][CH:35]=2)[CH:25]=[C:26]([CH3:31])[CH:27]=1. The reactants are C(N(CC)C(=O)C1C(=CC=CC=1)O)C.[O-]P([O-])([O-])=O.[K+].[K+].[K+].Br[C:24]1[CH:25]=[C:26]([CH3:31])[CH:27]=[C:28]([CH3:30])[CH:29]=1.[CH3:32][C@@H:33]([NH2:40])[C:34]1[CH:39]=[CH:38][CH:37]=[CH:36][CH:35]=1.[OH-].[NH4+].CCCCCCCCCCCC. The catalyst is O.C(OCC)(=O)C.CN(C=O)C. The yield is 0.710.